From a dataset of Retrosynthesis with 50K atom-mapped reactions and 10 reaction types from USPTO. Predict the reactants needed to synthesize the given product. Given the product CC(C)[NH-], predict the reactants needed to synthesize it. The reactants are: O=C([O-])C1=C(c2ccccc2)c2ccc(O)cc2C1=O.OCCN1CCOCC1.